This data is from Reaction yield outcomes from USPTO patents with 853,638 reactions. The task is: Predict the reaction yield, written as a fraction of the theoretical maximum amount of product (1.0 means a 100% yield; for example, 0.34 means a 34% yield). (1) The reactants are C1(C)C=CC=CC=1.C(=O)([O-])O.[Na+].I[C:14]1[C:19]([O:20][C:21]2[C:30]3[C:25](=[CH:26][C:27]([O:33][CH3:34])=[C:28]([O:31][CH3:32])[CH:29]=3)[N:24]=[CH:23][CH:22]=2)=[CH:18][CH:17]=[C:16]([CH3:35])[N:15]=1.[OH:36][C:37]1[CH:38]=[C:39](B(O)O)[CH:40]=[CH:41][CH:42]=1. The catalyst is O. The product is [CH3:32][O:31][C:28]1[CH:29]=[C:30]2[C:25](=[CH:26][C:27]=1[O:33][CH3:34])[N:24]=[CH:23][CH:22]=[C:21]2[O:20][C:19]1[C:14]([C:41]2[CH:42]=[C:37]([OH:36])[CH:38]=[CH:39][CH:40]=2)=[N:15][C:16]([CH3:35])=[CH:17][CH:18]=1. The yield is 0.150. (2) The reactants are [CH2:1]([NH:3][C:4](=[O:36])[NH:5][C:6]1[N:11]=[CH:10][C:9]([C:12]2[S:13][C:14]([C:22](OCC)=[O:23])=[C:15]([C:17]([O:19]CC)=O)[N:16]=2)=[C:8]([C:27]2[S:28][CH:29]=[C:30]([C:32]([F:35])([F:34])[F:33])[N:31]=2)[CH:7]=1)[CH3:2].O.[NH2:38][NH2:39].O.NN.CO.Cl.C([O-])(O)=O.[Na+]. The catalyst is CO. The product is [O:19]=[C:17]1[C:15]2[N:16]=[C:12]([C:9]3[C:8]([C:27]4[S:28][CH:29]=[C:30]([C:32]([F:34])([F:35])[F:33])[N:31]=4)=[CH:7][C:6]([NH:5][C:4]([NH:3][CH2:1][CH3:2])=[O:36])=[N:11][CH:10]=3)[S:13][C:14]=2[C:22](=[O:23])[NH:39][NH:38]1. The yield is 0.530. (3) The reactants are F[C:2]1[C:7](F)=[C:6](I)C=C[C:3]=1[C:10]1C=[CH:14][C:13](C2C=CC(CCC)=CC=2)=[CH:12][C:11]=1F.OCC(C)(CO)C.CC(C)=O. The catalyst is CC(O)C.CC([O-])=O.CC([O-])=O.[Pd+2]. The product is [CH3:6][CH2:7][CH2:2][CH2:3][CH2:10][CH2:11][CH2:12][CH2:13][CH3:14]. The yield is 0.600. (4) The reactants are C(OC([N:8]1[CH2:13][CH2:12][CH:11]([O:14][C:15]2[CH:20]=[CH:19][C:18]([C:21]3[CH:26]([CH3:27])[CH2:25][C:24](=[O:28])[NH:23][N:22]=3)=[CH:17][CH:16]=2)[CH2:10][CH2:9]1)=O)(C)(C)C.FC(F)(F)C(O)=O. The catalyst is C(Cl)Cl. The product is [CH3:27][CH:26]1[C:21]([C:18]2[CH:17]=[CH:16][C:15]([O:14][CH:11]3[CH2:12][CH2:13][NH:8][CH2:9][CH2:10]3)=[CH:20][CH:19]=2)=[N:22][NH:23][C:24](=[O:28])[CH2:25]1. The yield is 0.470. (5) The reactants are [Br:1][C:2]1[C:3]([NH:10][C:11]2[C:16]([Cl:17])=[CH:15][N:14]=[C:13]([C:18]3[CH:23]=[CH:22][CH:21]=[CH:20][C:19]=3[CH:24]([OH:27])[CH:25]=[CH2:26])[N:12]=2)=[N:4][NH:5][C:6]=1[CH:7]1[CH2:9][CH2:8]1.[C:28](Cl)(=[O:30])[CH3:29]. The catalyst is C1COCC1. The product is [Br:1][C:2]1[C:3]([NH:10][C:11]2[C:16]([Cl:17])=[CH:15][N:14]=[C:13]([C:18]3[CH:23]=[CH:22][CH:21]=[CH:20][C:19]=3[CH:24]([OH:27])[CH:25]=[CH2:26])[N:12]=2)=[N:4][N:5]([C:28](=[O:30])[CH3:29])[C:6]=1[CH:7]1[CH2:9][CH2:8]1. The yield is 0.520. (6) The reactants are [C:1]([Si:3]([CH3:6])([CH3:5])[CH3:4])#[CH:2].I[C:8]1[CH:13]=[CH:12][C:11]([CH:14]([NH:16][CH:17]2[CH2:19][CH2:18]2)[CH3:15])=[CH:10][CH:9]=1. The catalyst is Cl[Pd](Cl)([P](C1C=CC=CC=1)(C1C=CC=CC=1)C1C=CC=CC=1)[P](C1C=CC=CC=1)(C1C=CC=CC=1)C1C=CC=CC=1.[Cu]I.C(Cl)(Cl)Cl. The product is [CH3:4][Si:3]([C:1]#[C:2][C:8]1[CH:13]=[CH:12][C:11]([CH:14]([NH:16][CH:17]2[CH2:19][CH2:18]2)[CH3:15])=[CH:10][CH:9]=1)([CH3:6])[CH3:5]. The yield is 0.660.